From a dataset of Reaction yield outcomes from USPTO patents with 853,638 reactions. Predict the reaction yield, written as a fraction of the theoretical maximum amount of product (1.0 means a 100% yield; for example, 0.34 means a 34% yield). (1) The reactants are [N+:1]([C:4]1[CH:5]=[N:6][NH:7][CH:8]=1)([O-:3])=[O:2].[C:9]([O:13][C:14](O[C:14]([O:13][C:9]([CH3:12])([CH3:11])[CH3:10])=[O:15])=[O:15])([CH3:12])([CH3:11])[CH3:10]. The catalyst is CN(C)C1C=CN=CC=1.C(Cl)Cl. The product is [N+:1]([C:4]1[CH:5]=[N:6][N:7]([C:14]([O:13][C:9]([CH3:12])([CH3:11])[CH3:10])=[O:15])[CH:8]=1)([O-:3])=[O:2]. The yield is 1.00. (2) The reactants are [O:1]=[C:2]([CH:24]=[CH2:25])[CH:3]([C:11]1[CH:23]=[CH:22][C:14]([C:15]([O:17][C:18]([CH3:21])([CH3:20])[CH3:19])=[O:16])=[CH:13][CH:12]=1)[CH2:4][CH:5]1[CH2:10][CH2:9][O:8][CH2:7][CH2:6]1.[O:26]1[CH2:31][CH2:30][CH2:29][CH2:28][CH:27]1[O:32][CH2:33][C:34]1[S:38][C:37]([CH:39]=[O:40])=[N:36][CH:35]=1.C(N(CC)CC)C. The catalyst is C(O)C.[Cl-].C([N+]1C(C)=C(CCO)SC=1)C1C=CC=CC=1.C(OCC)(=O)C. The product is [O:1]=[C:2]([CH2:24][CH2:25][C:39](=[O:40])[C:37]1[S:38][C:34]([CH2:33][O:32][CH:27]2[CH2:28][CH2:29][CH2:30][CH2:31][O:26]2)=[CH:35][N:36]=1)[CH:3]([C:11]1[CH:12]=[CH:13][C:14]([C:15]([O:17][C:18]([CH3:19])([CH3:20])[CH3:21])=[O:16])=[CH:22][CH:23]=1)[CH2:4][CH:5]1[CH2:6][CH2:7][O:8][CH2:9][CH2:10]1. The yield is 0.950.